From a dataset of Blood-brain barrier penetration binary classification data from Martins et al.. Regression/Classification. Given a drug SMILES string, predict its absorption, distribution, metabolism, or excretion properties. Task type varies by dataset: regression for continuous measurements (e.g., permeability, clearance, half-life) or binary classification for categorical outcomes (e.g., BBB penetration, CYP inhibition). Dataset: bbb_martins. (1) The compound is Cc1cccc(C)c1OCC(C)N. The result is 1 (penetrates BBB). (2) The molecule is CN1C2CCC1CC(OC(c1ccccc1)c1ccccc1)C2.O=S(=O)(O)O. The result is 1 (penetrates BBB).